The task is: Predict the reactants needed to synthesize the given product.. This data is from Full USPTO retrosynthesis dataset with 1.9M reactions from patents (1976-2016). (1) Given the product [CH2:16]([O:15][C:14](=[O:18])[O-:21])[CH3:17].[CH3:1][N+:2]([CH3:13])([CH2:19][CH3:20])[CH2:3][CH2:4][CH2:5][CH2:6][CH2:7][CH2:8][CH2:9][CH2:10][CH2:11][CH3:12], predict the reactants needed to synthesize it. The reactants are: [CH3:1][N:2]([CH3:13])[CH2:3][CH2:4][CH2:5][CH2:6][CH2:7][CH2:8][CH2:9][CH2:10][CH2:11][CH3:12].[C:14](=[O:21])([O:18][CH2:19][CH3:20])[O:15][CH2:16][CH3:17]. (2) The reactants are: [Br:1][C:2]1[CH:7]=[CH:6][CH:5]=[C:4]([Br:8])[C:3]=1[CH2:9]Br.[CH3:11][C:12]([O-:14])=[O:13].[Na+]. Given the product [C:12]([O:14][CH2:9][C:3]1[C:4]([Br:8])=[CH:5][CH:6]=[CH:7][C:2]=1[Br:1])(=[O:13])[CH3:11], predict the reactants needed to synthesize it. (3) Given the product [F:39][C:36]1[CH:35]=[CH:34][C:33]([S:30]([C@@:25]2([C:22]3[CH:21]=[CH:20][C:19]([C:13]([OH:18])([C:14]([F:17])([F:16])[F:15])[C:12]([F:11])([F:40])[F:41])=[CH:24][CH:23]=3)[CH2:29][CH2:28][N:27]([C:42]([O:44][C:45]([CH3:48])([CH3:47])[CH3:46])=[O:43])[CH2:26]2)(=[O:32])=[O:31])=[CH:38][CH:37]=1, predict the reactants needed to synthesize it. The reactants are: CCN(C(C)C)C(C)C.Cl.[F:11][C:12]([F:41])([F:40])[C:13]([C:19]1[CH:24]=[CH:23][C:22]([C@:25]2([S:30]([C:33]3[CH:38]=[CH:37][C:36]([F:39])=[CH:35][CH:34]=3)(=[O:32])=[O:31])[CH2:29][CH2:28][NH:27][CH2:26]2)=[CH:21][CH:20]=1)([OH:18])[C:14]([F:17])([F:16])[F:15].[C:42](O[C:42]([O:44][C:45]([CH3:48])([CH3:47])[CH3:46])=[O:43])([O:44][C:45]([CH3:48])([CH3:47])[CH3:46])=[O:43].